The task is: Predict the product of the given reaction.. This data is from Forward reaction prediction with 1.9M reactions from USPTO patents (1976-2016). (1) Given the reactants CS[CH:3](SC)[CH:4]1[C:13](=[O:14])[C:12]2[C:7](=[CH:8][CH:9]=[CH:10][CH:11]=2)[N:6]([S:15]([C:18]2[CH:23]=[CH:22][C:21]([Cl:24])=[CH:20][CH:19]=2)(=[O:17])=[O:16])[CH2:5]1.CO.Cl.[NH2:30][C:31]([NH2:33])=[NH:32].[C:34](=O)(O)[O-].[Na+], predict the reaction product. The product is: [Cl:24][C:21]1[CH:20]=[CH:19][C:18]([S:15]([N:6]2[C:7]3[CH:8]=[CH:9][CH:10]=[CH:11][C:12]=3[C:3]3[N:32]=[C:31]([NH2:33])[N:30]=[C:13]([O:14][CH3:34])[C:4]=3[CH2:5]2)(=[O:16])=[O:17])=[CH:23][CH:22]=1. (2) Given the reactants [OH:1][C@@H:2]([CH2:24][OH:25])[CH2:3][C:4]1[CH:5]=[C:6]([F:23])[C:7]([C:10]2[CH2:15][CH2:14][N:13](C(OC(C)(C)C)=O)[CH2:12][CH:11]=2)=[N:8][CH:9]=1.Cl.C(OCC)C, predict the reaction product. The product is: [F:23][C:6]1[C:7]([C:10]2[CH2:15][CH2:14][NH:13][CH2:12][CH:11]=2)=[N:8][CH:9]=[C:4]([CH2:3][C@@H:2]([OH:1])[CH2:24][OH:25])[CH:5]=1. (3) Given the reactants [N+:1]([C:4]1[C:9]2[N:10]([CH2:13][C:14]([OH:16])=O)[CH:11]=[N:12][C:8]=2[CH:7]=[CH:6][CH:5]=1)([O-:3])=[O:2].[NH2:17][C@H:18]([C:20]1[CH:25]=[CH:24][C:23]([OH:26])=[CH:22][CH:21]=1)[CH3:19], predict the reaction product. The product is: [OH:26][C:23]1[CH:24]=[CH:25][C:20]([C@@H:18]([NH:17][C:14](=[O:16])[CH2:13][N:10]2[C:9]3[C:4]([N+:1]([O-:3])=[O:2])=[CH:5][CH:6]=[CH:7][C:8]=3[N:12]=[CH:11]2)[CH3:19])=[CH:21][CH:22]=1.